Dataset: Reaction yield outcomes from USPTO patents with 853,638 reactions. Task: Predict the reaction yield, written as a fraction of the theoretical maximum amount of product (1.0 means a 100% yield; for example, 0.34 means a 34% yield). (1) The reactants are Br[C:2]1[C:7]([F:8])=[CH:6][CH:5]=[C:4]([CH3:9])[N:3]=1.[F:10][C:11]1[CH:16]=[CH:15][CH:14]=[C:13]([F:17])[C:12]=1B(O)O.[F-].[K+].C(P(C(C)(C)C)C(C)(C)C)(C)(C)C.[BH4-].[Na+]. The catalyst is C1COCC1.O.CCO.C1C=CC(/C=C/C(/C=C/C2C=CC=CC=2)=O)=CC=1.C1C=CC(/C=C/C(/C=C/C2C=CC=CC=2)=O)=CC=1.C1C=CC(/C=C/C(/C=C/C2C=CC=CC=2)=O)=CC=1.[Pd].[Pd]. The product is [F:10][C:11]1[CH:16]=[CH:15][CH:14]=[C:13]([F:17])[C:12]=1[C:2]1[C:7]([F:8])=[CH:6][CH:5]=[C:4]([CH3:9])[N:3]=1. The yield is 0.860. (2) The reactants are [CH:1]1([N:5]2[CH2:10][CH:9]3[CH:7]([CH:8]3[C:11]([O:13]CC)=[O:12])[CH2:6]2)[CH2:4][CH2:3][CH2:2]1.O1CCCC1.O.[OH-].[Li+].Cl. The catalyst is O. The product is [CH:1]1([N:5]2[CH2:10][CH:9]3[CH:7]([CH:8]3[C:11]([OH:13])=[O:12])[CH2:6]2)[CH2:2][CH2:3][CH2:4]1. The yield is 0.920. (3) The reactants are N1C=CN=C1.[Si:6](Cl)([C:9]([CH3:12])([CH3:11])[CH3:10])([CH3:8])[CH3:7].[OH:14][C@H:15]1[CH2:23][N:22]2[C@H:17]([CH2:18][C:19](=[O:24])[CH2:20][CH2:21]2)[CH2:16]1.O. The catalyst is ClCCl. The product is [Si:6]([O:14][C@H:15]1[CH2:23][N:22]2[C@H:17]([CH2:18][C:19](=[O:24])[CH2:20][CH2:21]2)[CH2:16]1)([C:9]([CH3:12])([CH3:11])[CH3:10])([CH3:8])[CH3:7]. The yield is 0.880. (4) The reactants are [NH2:1][CH2:2][CH2:3][O:4][C:5]1[CH:6]=[C:7]([CH:10]=[CH:11][CH:12]=1)[C:8]#[N:9].[Br:13][C:14]1[CH:15]=[C:16]2[C:21](=O)[O:20][C:18](=[O:19])[C:17]2=[CH:23][CH:24]=1. The catalyst is CO. The product is [Br:13][C:14]1[CH:15]=[C:16]2[C:17](=[CH:23][CH:24]=1)[C:18](=[O:19])[N:1]([CH2:2][CH2:3][O:4][C:5]1[CH:6]=[C:7]([CH:10]=[CH:11][CH:12]=1)[C:8]#[N:9])[C:21]2=[O:20]. The yield is 0.840. (5) The reactants are [C:1]1([C:7]([C:15]2[CH:20]=[CH:19][CH:18]=[CH:17][CH:16]=2)=[N:8][CH2:9][C:10]([O:12][CH2:13][CH3:14])=[O:11])[CH:6]=[CH:5][CH:4]=[CH:3][CH:2]=1.O.[OH-].[Cs+].Br[CH2:25][CH:26]=[C:27]1[CH2:32][CH2:31][O:30][CH2:29][CH2:28]1. The catalyst is [Cl-].C([N+](CC)(CC)CC)C1C=CC=CC=1.ClCCl. The product is [C:1]1([C:7](=[N:8][CH:9]([CH2:25][CH:26]=[C:27]2[CH2:32][CH2:31][O:30][CH2:29][CH2:28]2)[C:10]([O:12][CH2:13][CH3:14])=[O:11])[C:15]2[CH:20]=[CH:19][CH:18]=[CH:17][CH:16]=2)[CH:2]=[CH:3][CH:4]=[CH:5][CH:6]=1. The yield is 1.00. (6) The yield is 0.710. The catalyst is C(O)C. The product is [OH:24][CH:23]=[C:10]1[C:9]2[C:4](=[CH:5][C:6]([C:11]([C:13]3[CH:14]=[C:15]([NH:19][C:20](=[O:22])[CH3:21])[CH:16]=[CH:17][CH:18]=3)=[O:12])=[CH:7][CH:8]=2)[NH:3][C:2]1=[O:1]. The reactants are [O:1]=[C:2]1[CH2:10][C:9]2[C:4](=[CH:5][C:6]([C:11]([C:13]3[CH:14]=[C:15]([NH:19][C:20](=[O:22])[CH3:21])[CH:16]=[CH:17][CH:18]=3)=[O:12])=[CH:7][CH:8]=2)[NH:3]1.[CH:23](OCC)=[O:24].[O-]CC.[Na+].Cl. (7) The reactants are Cl.[NH:2]1[CH2:7][CH2:6][CH:5]([C:8]2[N:13]=[C:12]([N:14]3[CH2:19][CH2:18][CH2:17][CH2:16][CH2:15]3)[N:11]=[C:10]([OH:20])[CH:9]=2)[CH2:4][CH2:3]1.[CH3:21][NH:22][C:23]1[N:28]=[CH:27][C:26]([CH:29]=O)=[CH:25][N:24]=1.C(N(CC)CC)C.C(O[BH-](OC(=O)C)OC(=O)C)(=O)C.[Na+]. The catalyst is C(O)(=O)C.ClCCl. The product is [CH3:21][NH:22][C:23]1[N:28]=[CH:27][C:26]([CH2:29][N:2]2[CH2:7][CH2:6][CH:5]([C:8]3[N:13]=[C:12]([N:14]4[CH2:15][CH2:16][CH2:17][CH2:18][CH2:19]4)[N:11]=[C:10]([OH:20])[CH:9]=3)[CH2:4][CH2:3]2)=[CH:25][N:24]=1. The yield is 0.830. (8) The reactants are C[O:2][C:3]1[CH:4]=[C:5]2[C:9](=[CH:10][CH:11]=1)[N:8]([CH2:12][C:13]1[CH:18]=[CH:17][CH:16]=[CH:15][CH:14]=1)[CH2:7][CH2:6]2.Br.C(O)(=O)C. The catalyst is C([O-])(O)=O.[Na+]. The product is [CH2:12]([N:8]1[C:9]2[C:5](=[CH:4][C:3]([OH:2])=[CH:11][CH:10]=2)[CH2:6][CH2:7]1)[C:13]1[CH:14]=[CH:15][CH:16]=[CH:17][CH:18]=1. The yield is 0.930. (9) The reactants are [F:1][C:2]1[CH:7]=[CH:6][CH:5]=[C:4]([F:8])[C:3]=1[N:9]1[C:14]2[N:15]=[C:16](S(C)=O)[N:17]=[C:18]([C:19]3[CH:20]=[C:21]([CH:32]=[CH:33][C:34]=3[CH3:35])[C:22]([NH:24][C:25]3[CH:30]=[CH:29][C:28]([F:31])=[CH:27][CH:26]=3)=[O:23])[C:13]=2[CH:12]=[CH:11][C:10]1=[O:39].[NH2:40][CH2:41][CH2:42][N:43]([CH3:51])[C:44](=[O:50])[O:45][C:46]([CH3:49])([CH3:48])[CH3:47]. The catalyst is C(Cl)Cl. The product is [F:1][C:2]1[CH:7]=[CH:6][CH:5]=[C:4]([F:8])[C:3]=1[N:9]1[C:14]2[N:15]=[C:16]([NH:40][CH2:41][CH2:42][N:43]([CH3:51])[C:44](=[O:50])[O:45][C:46]([CH3:47])([CH3:48])[CH3:49])[N:17]=[C:18]([C:19]3[CH:20]=[C:21]([C:22]([NH:24][C:25]4[CH:30]=[CH:29][C:28]([F:31])=[CH:27][CH:26]=4)=[O:23])[CH:32]=[CH:33][C:34]=3[CH3:35])[C:13]=2[CH:12]=[CH:11][C:10]1=[O:39]. The yield is 1.00. (10) The reactants are C([O:4][CH2:5][C:6]([CH3:50])([CH3:49])[CH2:7][N:8]1[C:14]2[CH:15]=[CH:16][C:17]([Cl:19])=[CH:18][C:13]=2[C@@H:12]([C:20]2[CH:25]=[CH:24][CH:23]=[C:22]([O:26][CH3:27])[C:21]=2[O:28][CH3:29])[O:11][C@H:10]([CH2:30][C:31]([NH:33][C:34]2[CH:35]=[CH:36][C:37]3[S:41][C:40]([C:42]([O:44]CC)=[O:43])=[CH:39][C:38]=3[CH:47]=2)=[O:32])[C:9]1=[O:48])(=O)C.[OH-].[Na+].Cl. The catalyst is O1CCCC1.C(O)C. The product is [Cl:19][C:17]1[CH:16]=[CH:15][C:14]2[N:8]([CH2:7][C:6]([CH3:50])([CH3:49])[CH2:5][OH:4])[C:9](=[O:48])[C@@H:10]([CH2:30][C:31]([NH:33][C:34]3[CH:35]=[CH:36][C:37]4[S:41][C:40]([C:42]([OH:44])=[O:43])=[CH:39][C:38]=4[CH:47]=3)=[O:32])[O:11][C@H:12]([C:20]3[CH:25]=[CH:24][CH:23]=[C:22]([O:26][CH3:27])[C:21]=3[O:28][CH3:29])[C:13]=2[CH:18]=1. The yield is 0.596.